This data is from Full USPTO retrosynthesis dataset with 1.9M reactions from patents (1976-2016). The task is: Predict the reactants needed to synthesize the given product. (1) The reactants are: [OH:1][C:2]1[C:7]([CH:8]([CH3:10])[CH3:9])=[N:6][N:5]([CH2:11][C:12]2[CH:17]=[CH:16][CH:15]=[CH:14][C:13]=2[N+:18]([O-:20])=[O:19])[C:4](=[O:21])[C:3]=1[C:22](OCC)=[O:23].[H-].[Na+].[N+:29](C1C=CC=CC=1CBr)([O-])=O.Cl.CC[O:43][C:44]([CH3:46])=[O:45]. Given the product [OH:1][C:2]1[C:7]([CH:8]([CH3:9])[CH3:10])=[N:6][N:5]([CH2:11][C:12]2[CH:17]=[CH:16][CH:15]=[CH:14][C:13]=2[N+:18]([O-:20])=[O:19])[C:4](=[O:21])[C:3]=1[C:22]([NH:29][CH2:46][C:44]([OH:43])=[O:45])=[O:23], predict the reactants needed to synthesize it. (2) The reactants are: [S:1]1[C:5]2[CH:6]=[CH:7][CH:8]=[CH:9][C:4]=2[N:3]=[C:2]1[N:10]1[C:14](=[O:15])[C:13](=[CH:16][N:17](C)C)[C:12]([C:20]2[CH:25]=[CH:24][C:23]([CH3:26])=[C:22]([Br:27])[CH:21]=2)=[N:11]1. Given the product [NH2:17][CH:16]=[C:13]1[C:12]([C:20]2[CH:25]=[CH:24][C:23]([CH3:26])=[C:22]([Br:27])[CH:21]=2)=[N:11][N:10]([C:2]2[S:1][C:5]3[CH:6]=[CH:7][CH:8]=[CH:9][C:4]=3[N:3]=2)[C:14]1=[O:15], predict the reactants needed to synthesize it. (3) Given the product [Cl:1][C:2]1[C:14]([Cl:15])=[C:13]([CH2:16][CH2:17][CH:18]([O:34][CH:38]([CH3:40])[CH3:39])[C:19]2[S:20][C:21]([C:24]3[CH:25]=[CH:26][C:27]([C:30]([F:31])([F:32])[F:33])=[CH:28][CH:29]=3)=[CH:22][CH:23]=2)[CH:12]=[CH:11][C:3]=1[O:4][C:5]([CH3:9])([CH3:10])[C:6]([OH:8])=[O:7], predict the reactants needed to synthesize it. The reactants are: [Cl:1][C:2]1[C:14]([Cl:15])=[C:13]([CH2:16][CH2:17][CH:18]([OH:34])[C:19]2[S:20][C:21]([C:24]3[CH:29]=[CH:28][C:27]([C:30]([F:33])([F:32])[F:31])=[CH:26][CH:25]=3)=[CH:22][CH:23]=2)[CH:12]=[CH:11][C:3]=1[O:4][C:5]([CH3:10])([CH3:9])[C:6]([OH:8])=[O:7].[H-].[Na+].Br[CH:38]([CH3:40])[CH3:39].